This data is from Full USPTO retrosynthesis dataset with 1.9M reactions from patents (1976-2016). The task is: Predict the reactants needed to synthesize the given product. (1) Given the product [Cl:1][C:2]1[CH:7]=[CH:6][C:5]([N:8]2[C:13](=[O:14])[C:12]3[CH:15]=[N:16][N:17]([C:18]4[CH:19]=[CH:20][C:21]([CH2:22][OH:23])=[CH:25][CH:26]=4)[C:11]=3[N:10]=[C:9]2[C:27]2[CH:32]=[CH:31][C:30]([Cl:33])=[CH:29][C:28]=2[Cl:34])=[CH:4][CH:3]=1, predict the reactants needed to synthesize it. The reactants are: [Cl:1][C:2]1[CH:7]=[CH:6][C:5]([N:8]2[C:13](=[O:14])[C:12]3[CH:15]=[N:16][N:17]([C:18]4[CH:26]=[CH:25][C:21]([C:22](O)=[O:23])=[CH:20][CH:19]=4)[C:11]=3[N:10]=[C:9]2[C:27]2[CH:32]=[CH:31][C:30]([Cl:33])=[CH:29][C:28]=2[Cl:34])=[CH:4][CH:3]=1.C(OC(Cl)=O)C(C)C.[BH4-].[Na+]. (2) The reactants are: [F:1][C:2]1[CH:7]=[CH:6][C:5]([N:8]([CH2:25][CH:26]([CH3:28])[CH3:27])[S:9]([C:12]2[CH:13]=[N:14][C:15]([NH:18][CH:19]3[CH2:24][CH2:23][NH:22][CH2:21][CH2:20]3)=[CH:16][CH:17]=2)(=[O:11])=[O:10])=[CH:4][CH:3]=1.CCN(C(C)C)C(C)C.[CH3:38][S:39](Cl)(=[O:41])=[O:40].C([O-])(O)=O.[Na+]. Given the product [F:1][C:2]1[CH:7]=[CH:6][C:5]([N:8]([CH2:25][CH:26]([CH3:28])[CH3:27])[S:9]([C:12]2[CH:13]=[N:14][C:15]([NH:18][CH:19]3[CH2:24][CH2:23][N:22]([S:39]([CH3:38])(=[O:41])=[O:40])[CH2:21][CH2:20]3)=[CH:16][CH:17]=2)(=[O:11])=[O:10])=[CH:4][CH:3]=1, predict the reactants needed to synthesize it. (3) Given the product [Br:6][C:7]1[CH:8]=[C:9]2[C:11]([C:16]([CH3:18])=[CH:14][CH:15]=[N:10]2)=[CH:12][CH:13]=1, predict the reactants needed to synthesize it. The reactants are: OS(O)(=O)=O.[Br:6][C:7]1[CH:8]=[C:9]([CH:11]=[CH:12][CH:13]=1)[NH2:10].[CH:14]([C:16]([CH3:18])=O)=[CH2:15].